Predict the product of the given reaction. From a dataset of Forward reaction prediction with 1.9M reactions from USPTO patents (1976-2016). (1) Given the reactants [Cl:1][C:2]1[CH:8]=[CH:7][C:5]([NH2:6])=[CH:4][C:3]=1[C:9]1[CH:14]=[CH:13][CH:12]=[CH:11][N:10]=1.[I:15][C:16]1[CH:24]=[C:23]([S:25]([CH3:28])(=[O:27])=[O:26])[CH:22]=[CH:21][C:17]=1[C:18](O)=[O:19], predict the reaction product. The product is: [Cl:1][C:2]1[CH:8]=[CH:7][C:5]([NH:6][C:18](=[O:19])[C:17]2[CH:21]=[CH:22][C:23]([S:25]([CH3:28])(=[O:27])=[O:26])=[CH:24][C:16]=2[I:15])=[CH:4][C:3]=1[C:9]1[CH:14]=[CH:13][CH:12]=[CH:11][N:10]=1. (2) Given the reactants [CH:1]([N:4]1[CH2:9][CH2:8][N:7]([C:10]([C:12]2[CH:13]=[N:14][C:15]([CH2:18][N:19]3[CH2:24][CH2:23][CH2:22][CH2:21][CH2:20]3)=[CH:16][CH:17]=2)=O)[CH2:6][CH2:5]1)([CH3:3])[CH3:2].COC1C=CC(P2(SP(C3C=CC(OC)=CC=3)(=S)S2)=[S:34])=CC=1, predict the reaction product. The product is: [NH3:4].[CH:1]([N:4]1[CH2:9][CH2:8][N:7]([C:10]([C:12]2[CH:13]=[N:14][C:15]([CH2:18][N:19]3[CH2:24][CH2:23][CH2:22][CH2:21][CH2:20]3)=[CH:16][CH:17]=2)=[S:34])[CH2:6][CH2:5]1)([CH3:3])[CH3:2]. (3) The product is: [Cl:1][C:2]1[CH:7]=[CH:6][C:5]([N:8]2[C:16](=[O:17])[C:15]3[N:14]=[CH:13][N:12]([C:18]4[CH:23]=[CH:22][CH:21]=[CH:20][CH:19]=4)[C:11]=3[N:10]=[C:9]2[C:24]2[CH:29]=[CH:28][C:27]([C:33]3[CH:34]=[CH:35][S:31][CH:32]=3)=[CH:26][CH:25]=2)=[CH:4][CH:3]=1. Given the reactants [Cl:1][C:2]1[CH:7]=[CH:6][C:5]([N:8]2[C:16](=[O:17])[C:15]3[N:14]=[CH:13][N:12]([C:18]4[CH:23]=[CH:22][CH:21]=[CH:20][CH:19]=4)[C:11]=3[N:10]=[C:9]2[C:24]2[CH:29]=[CH:28][C:27](I)=[CH:26][CH:25]=2)=[CH:4][CH:3]=1.[S:31]1[CH:35]=[CH:34][C:33](B(O)O)=[CH:32]1.C([O-])([O-])=O.[Na+].[Na+], predict the reaction product. (4) The product is: [C:23]([OH:35])(=[O:34])[CH2:24][C:25]([CH2:30][C:31]([OH:33])=[O:32])([C:27]([OH:29])=[O:28])[OH:26].[C:1]1([C:7]2[S:11][C:10]([O:12][C@@H:13]3[CH:20]4[CH2:21][N:16]5[CH2:17][CH:18]([CH2:22][CH:14]3[CH2:15]5)[CH2:19]4)=[N:9][N:8]=2)[CH:2]=[CH:3][CH:4]=[CH:5][CH:6]=1. Given the reactants [C:1]1([C:7]2[S:11][C:10]([O:12][C@@H:13]3[CH:20]4[CH2:21][N:16]5[CH2:17][CH:18]([CH2:22][CH:14]3[CH2:15]5)[CH2:19]4)=[N:9][N:8]=2)[CH:6]=[CH:5][CH:4]=[CH:3][CH:2]=1.[C:23]([OH:35])(=[O:34])[CH2:24][C:25]([CH2:30][C:31]([OH:33])=[O:32])([C:27]([OH:29])=[O:28])[OH:26], predict the reaction product. (5) Given the reactants [CH3:1][N:2]1[CH:6]=[C:5]([C:7]2[CH:8]=[CH:9][C:10]3[N:11]([C:13]([SH:16])=[N:14][N:15]=3)[CH:12]=2)[CH:4]=[N:3]1.Br[C:18]1[CH:19]=[C:20]2[C:25](=[CH:26][CH:27]=1)[N:24]=[CH:23][CH:22]=[C:21]2[O:28][CH3:29].C1(P(C2C=CC=CC=2)C2C3OC4C(=CC=CC=4P(C4C=CC=CC=4)C4C=CC=CC=4)C(C)(C)C=3C=CC=2)C=CC=CC=1.C(N(CC)C(C)C)(C)C, predict the reaction product. The product is: [CH3:29][O:28][C:21]1[C:20]2[C:25](=[CH:26][CH:27]=[C:18]([S:16][C:13]3[N:11]4[CH:12]=[C:7]([C:5]5[CH:4]=[N:3][N:2]([CH3:1])[CH:6]=5)[CH:8]=[CH:9][C:10]4=[N:15][N:14]=3)[CH:19]=2)[N:24]=[CH:23][CH:22]=1.